From a dataset of Forward reaction prediction with 1.9M reactions from USPTO patents (1976-2016). Predict the product of the given reaction. Given the reactants [CH3:1][C:2]1[CH:7]=[C:6]([N+:8]([O-:10])=[O:9])[CH:5]=[CH:4][C:3]=1[N:11]1[C:15]2[CH2:16][CH2:17][CH2:18][C:14]=2[C:13]([C:19](OC)=[O:20])=[N:12]1.O.[BH4-].[Na+].Cl, predict the reaction product. The product is: [CH3:1][C:2]1[CH:7]=[C:6]([N+:8]([O-:10])=[O:9])[CH:5]=[CH:4][C:3]=1[N:11]1[C:15]2[CH2:16][CH2:17][CH2:18][C:14]=2[C:13]([CH2:19][OH:20])=[N:12]1.